From a dataset of Forward reaction prediction with 1.9M reactions from USPTO patents (1976-2016). Predict the product of the given reaction. (1) Given the reactants [C:1]1([CH:7]([C:11]2[CH:16]=[CH:15][CH:14]=[CH:13][CH:12]=2)[C:8](Cl)=[O:9])[CH:6]=[CH:5][CH:4]=[CH:3][CH:2]=1.[NH2:17][CH2:18][CH2:19][CH2:20][N:21]1[CH2:26][CH2:25][CH:24]([C:27]2[CH:28]=[C:29]([NH:33][C:34](=[O:39])[C:35]([CH3:38])([CH3:37])[CH3:36])[CH:30]=[CH:31][CH:32]=2)[CH2:23][CH2:22]1, predict the reaction product. The product is: [C:1]1([CH:7]([C:11]2[CH:16]=[CH:15][CH:14]=[CH:13][CH:12]=2)[C:8]([NH:17][CH2:18][CH2:19][CH2:20][N:21]2[CH2:26][CH2:25][CH:24]([C:27]3[CH:28]=[C:29]([NH:33][C:34](=[O:39])[C:35]([CH3:37])([CH3:36])[CH3:38])[CH:30]=[CH:31][CH:32]=3)[CH2:23][CH2:22]2)=[O:9])[CH:6]=[CH:5][CH:4]=[CH:3][CH:2]=1. (2) Given the reactants [F:1][C:2]1[C:7]([F:8])=[CH:6][CH:5]=[CH:4][C:3]=1[C:9]1[N:17]=[C:12]2[CH:13]=[N:14][NH:15][CH:16]=[C:11]2[N:10]=1.Cl[CH2:19][C:20]1[O:24][N:23]=[C:22]([C:25]2[CH:38]=[CH:37][C:28]([O:29][CH2:30][C:31]3[CH:36]=[CH:35][CH:34]=[CH:33][N:32]=3)=[CH:27][CH:26]=2)[CH:21]=1, predict the reaction product. The product is: [F:1][C:2]1[C:7]([F:8])=[CH:6][CH:5]=[CH:4][C:3]=1[C:9]1[N:17]=[C:12]2[CH:13]=[N:14][N:15]([CH2:19][C:20]3[O:24][N:23]=[C:22]([C:25]4[CH:26]=[CH:27][C:28]([O:29][CH2:30][C:31]5[CH:36]=[CH:35][CH:34]=[CH:33][N:32]=5)=[CH:37][CH:38]=4)[CH:21]=3)[CH:16]=[C:11]2[N:10]=1. (3) Given the reactants C[Si]([N-][Si](C)(C)C)(C)C.[Na+].[O:11]=[C:12]1[CH2:20][C:19]2[C:18]([C:21]#[N:22])=[CH:17][CH:16]=[CH:15][C:14]=2[NH:13]1.Cl.[CH2:24]([N:31]([CH2:35][CH2:36]Cl)[CH2:32][CH2:33]Cl)[C:25]1[CH:30]=[CH:29][CH:28]=[CH:27][CH:26]=1, predict the reaction product. The product is: [CH2:24]([N:31]1[CH2:35][CH2:36][C:20]2([C:19]3[C:18]([C:21]#[N:22])=[CH:17][CH:16]=[CH:15][C:14]=3[NH:13][C:12]2=[O:11])[CH2:33][CH2:32]1)[C:25]1[CH:30]=[CH:29][CH:28]=[CH:27][CH:26]=1. (4) Given the reactants [CH3:1][O:2][C:3]([C@@H:5]1[CH2:39][C@@H:38]2[CH2:40][N:6]1[C:7](=[O:47])[C@H:8]([C:43]([CH3:46])([CH3:45])[CH3:44])[NH:9][C:10](=[O:42])[O:11][C@@H:12]1[CH2:41][C@H:13]1[CH2:14][CH2:15][CH2:16][CH2:17][CH2:18][C:19]1[C:20]([O:37]2)=[N:21][C:22]2[CH:23]=[CH:24][CH:25]=[CH:26][C:27]=2[C:28]=1OS(C(F)(F)F)(=O)=O)=[O:4].[N:48]1[CH:53]=[CH:52][C:51](B(O)O)=[CH:50][CH:49]=1.[O-]P([O-])([O-])=O.[K+].[K+].[K+], predict the reaction product. The product is: [CH3:1][O:2][C:3]([C@@H:5]1[CH2:39][C@@H:38]2[CH2:40][N:6]1[C:7](=[O:47])[C@H:8]([C:43]([CH3:45])([CH3:46])[CH3:44])[NH:9][C:10](=[O:42])[O:11][C@@H:12]1[CH2:41][C@H:13]1[CH2:14][CH2:15][CH2:16][CH2:17][CH2:18][C:19]1[C:20]([O:37]2)=[N:21][C:22]2[CH:23]=[CH:24][CH:25]=[CH:26][C:27]=2[C:28]=1[C:51]1[CH:52]=[CH:53][N:48]=[CH:49][CH:50]=1)=[O:4].